From a dataset of Full USPTO retrosynthesis dataset with 1.9M reactions from patents (1976-2016). Predict the reactants needed to synthesize the given product. The reactants are: [Br:1][C:2]1[CH:11]=[C:10]2[C:5]([CH:6]=[CH:7][O:8][C:9]2=O)=[C:4]([N+:13]([O-:15])=[O:14])[CH:3]=1.[NH3:16]. Given the product [Br:1][C:2]1[CH:11]=[C:10]2[C:5]([CH:6]=[CH:7][NH:16][C:9]2=[O:8])=[C:4]([N+:13]([O-:15])=[O:14])[CH:3]=1, predict the reactants needed to synthesize it.